This data is from Forward reaction prediction with 1.9M reactions from USPTO patents (1976-2016). The task is: Predict the product of the given reaction. The product is: [C:1]([NH:4][C:5]1[N:10]=[CH:9][N:8]=[C:7]([CH:11]2[CH2:20][C:19]3[CH:18]=[C:17]([C:21]([O:23][CH3:24])=[O:22])[CH:16]=[CH:15][C:14]=3[CH2:13][CH2:12]2)[CH:6]=1)(=[O:3])[CH3:2]. Given the reactants [C:1]([NH:4][C:5]1[N:10]=[CH:9][N:8]=[C:7]([C:11]2[CH2:12][CH2:13][C:14]3[CH:15]=[CH:16][C:17]([C:21]([O:23][CH3:24])=[O:22])=[CH:18][C:19]=3[CH:20]=2)[CH:6]=1)(=[O:3])[CH3:2].C(O)C.C1COCC1, predict the reaction product.